Dataset: Full USPTO retrosynthesis dataset with 1.9M reactions from patents (1976-2016). Task: Predict the reactants needed to synthesize the given product. (1) Given the product [C:29]([C:24]1([N:23]([C:21]2[CH:20]=[N:19][N:18]([CH2:17][C:16]([F:31])([F:15])[F:32])[CH:22]=2)[C:1](=[O:6])[CH:2]=[C:3]=[CH2:4])[CH2:28][CH2:27][O:26][CH2:25]1)#[N:30], predict the reactants needed to synthesize it. The reactants are: [C:1]([OH:6])(=O)[C:2]#[C:3][CH3:4].ClC(N(C)C)=C(C)C.[F:15][C:16]([F:32])([F:31])[CH2:17][N:18]1[CH:22]=[C:21]([NH:23][C:24]2([C:29]#[N:30])[CH2:28][CH2:27][O:26][CH2:25]2)[CH:20]=[N:19]1.CCN(C(C)C)C(C)C. (2) Given the product [Cl:1][C:2]1[CH:7]=[CH:6][C:5]([NH:8][C:9]([NH:20][OH:19])=[O:10])=[CH:4][C:3]=1[C:14]([F:17])([F:16])[F:15], predict the reactants needed to synthesize it. The reactants are: [Cl:1][C:2]1[CH:7]=[CH:6][C:5]([NH:8][C:9](=O)[O:10]CC)=[CH:4][C:3]=1[C:14]([F:17])([F:16])[F:15].Cl.[OH:19][NH2:20].O. (3) Given the product [Br:17][C:18]1[CH:23]=[CH:22][C:21]([CH2:24][C:25]([NH:9][C:8]2[CH:10]=[CH:11][C:5]([CH2:4][N:2]([CH3:1])[CH3:3])=[C:6]([C:12]([F:14])([F:13])[F:15])[CH:7]=2)=[O:26])=[C:20]([F:28])[CH:19]=1, predict the reactants needed to synthesize it. The reactants are: [CH3:1][N:2]([CH2:4][C:5]1[CH:11]=[CH:10][C:8]([NH2:9])=[CH:7][C:6]=1[C:12]([F:15])([F:14])[F:13])[CH3:3].Cl.[Br:17][C:18]1[CH:23]=[CH:22][C:21]([CH2:24][C:25](O)=[O:26])=[C:20]([F:28])[CH:19]=1.CCN(CC)CC.C(Cl)CCl.C1C=CC2N(O)N=NC=2C=1. (4) Given the product [CH3:8][C:3]1[C:2]([N:14]2[CH2:13][C@@H:12]3[CH2:15][C@H:9]2[CH2:10][N:11]3[C:16]([O:18][C:19]([CH3:22])([CH3:21])[CH3:20])=[O:17])=[CH:7][CH:6]=[CH:5][N:4]=1, predict the reactants needed to synthesize it. The reactants are: Br[C:2]1[C:3]([CH3:8])=[N:4][CH:5]=[CH:6][CH:7]=1.[C@@H:9]12[CH2:15][C@@H:12]([CH2:13][NH:14]1)[N:11]([C:16]([O:18][C:19]([CH3:22])([CH3:21])[CH3:20])=[O:17])[CH2:10]2.CC(C)([O-])C.[Na+].C1C=CC(P(C2C(C3C(P(C4C=CC=CC=4)C4C=CC=CC=4)=CC=C4C=3C=CC=C4)=C3C(C=CC=C3)=CC=2)C2C=CC=CC=2)=CC=1. (5) The reactants are: C(OC([N:8]1[CH2:13][CH2:12][CH:11]([NH:14][CH2:15][C:16]2[NH:17][C:18]([N+:21]([O-:23])=[O:22])=[CH:19][N:20]=2)[CH2:10][CH2:9]1)=O)(C)(C)C.Cl. Given the product [N+:21]([C:18]1[NH:17][C:16]([CH2:15][NH:14][CH:11]2[CH2:12][CH2:13][NH:8][CH2:9][CH2:10]2)=[N:20][CH:19]=1)([O-:23])=[O:22], predict the reactants needed to synthesize it. (6) Given the product [CH2:17]([N:1]([C@H:2]1[CH2:7][CH2:6][C@H:5]([C:8]([O:10][CH2:8][C:5]2[CH:6]=[CH:7][CH:2]=[CH:3][CH:4]=2)=[O:9])[CH2:4][CH2:3]1)[CH2:17][C:14]1[CH:15]=[CH:16][CH:11]=[CH:12][CH:13]=1)[C:14]1[CH:15]=[CH:16][CH:11]=[CH:12][CH:13]=1, predict the reactants needed to synthesize it. The reactants are: [NH2:1][C@H:2]1[CH2:7][CH2:6][C@H:5]([C:8]([OH:10])=[O:9])[CH2:4][CH2:3]1.[CH:11]1[CH:16]=[CH:15][C:14]([CH2:17]Br)=[CH:13][CH:12]=1. (7) The reactants are: S(Cl)(Cl)=O.[Cl:5][C:6]1[CH:22]=[CH:21][CH:20]=[C:19]([Cl:23])[C:7]=1[C:8]([NH:10][C:11]1[C:12]([C:16]([OH:18])=O)=[N:13][NH:14][CH:15]=1)=[O:9].C(N(CC)CC)C.[C:31]([O:35][C:36]([N:38]1[CH2:43][CH2:42][CH:41]([NH2:44])[CH2:40][CH2:39]1)=[O:37])([CH3:34])([CH3:33])[CH3:32]. Given the product [C:31]([O:35][C:36]([N:38]1[CH2:43][CH2:42][CH:41]([NH:44][C:16]([C:12]2[C:11]([NH:10][C:8](=[O:9])[C:7]3[C:19]([Cl:23])=[CH:20][CH:21]=[CH:22][C:6]=3[Cl:5])=[CH:15][NH:14][N:13]=2)=[O:18])[CH2:40][CH2:39]1)=[O:37])([CH3:34])([CH3:32])[CH3:33], predict the reactants needed to synthesize it. (8) The reactants are: [CH3:1][C:2]1[CH:8]=[CH:7][C:5]([NH2:6])=[CH:4][C:3]=1[N+:9]([O-:11])=[O:10].C(N(CC)CC)C.[F:19][C:20]([F:31])([F:30])[C:21]1[CH:22]=[C:23]([CH:27]=[CH:28][CH:29]=1)[C:24](Cl)=[O:25]. Given the product [CH3:1][C:2]1[CH:8]=[CH:7][C:5]([NH:6][C:24](=[O:25])[C:23]2[CH:27]=[CH:28][CH:29]=[C:21]([C:20]([F:19])([F:30])[F:31])[CH:22]=2)=[CH:4][C:3]=1[N+:9]([O-:11])=[O:10], predict the reactants needed to synthesize it. (9) The reactants are: [C:1]([NH:8][C:9](=O)[CH2:10][NH2:11])([O:3][C:4]([CH3:7])([CH3:6])[CH3:5])=[O:2].CN(C([O:20]N1N=NC2C=CC=NC1=2)=[N+](C)C)C.F[P-](F)(F)(F)(F)F.CCN(C(C)C)C(C)C.[CH2:46]([O:48][C:49]1[C:54]([C:55]#[N:56])=[CH:53][C:52]([C:57]2[O:61][N:60]=[C:59]([C:62]3[CH:72]=[CH:71][C:65]4[CH2:66][CH2:67]N[CH2:69][CH2:70][C:64]=4[CH:63]=3)[N:58]=2)=[CH:51][N:50]=1)[CH3:47]. Given the product [C:55]([C:54]1[CH:53]=[C:52]([C:57]2[O:61][N:60]=[C:59]([C:62]3[CH:72]=[CH:71][C:65]4[CH2:66][CH2:67][N:11]([C:10](=[O:20])[CH2:9][NH:8][C:1](=[O:2])[O:3][C:4]([CH3:7])([CH3:6])[CH3:5])[CH2:69][CH2:70][C:64]=4[CH:63]=3)[N:58]=2)[CH:51]=[N:50][C:49]=1[O:48][CH2:46][CH3:47])#[N:56], predict the reactants needed to synthesize it.